This data is from Reaction yield outcomes from USPTO patents with 853,638 reactions. The task is: Predict the reaction yield, written as a fraction of the theoretical maximum amount of product (1.0 means a 100% yield; for example, 0.34 means a 34% yield). (1) The product is [CH2:1]([O:8][C:9]([NH:11][C@H:12]([C:13]1[O:14][C:21]([C:22]2[C:30]3[C:25](=[C:26]([Br:31])[CH:27]=[CH:28][CH:29]=3)[NH:24][CH:23]=2)=[C:16]([C:17]([O:19][CH3:20])=[O:18])[N:15]=1)[CH:32]([CH3:34])[CH3:33])=[O:10])[C:2]1[CH:7]=[CH:6][CH:5]=[CH:4][CH:3]=1. The reactants are [CH2:1]([O:8][C:9]([NH:11][C@@H:12]([CH:32]([CH3:34])[CH3:33])[C:13]([NH:15][CH:16]([CH2:21][C:22]1[C:30]2[C:25](=[C:26]([Br:31])[CH:27]=[CH:28][CH:29]=2)[NH:24][CH:23]=1)[C:17]([O:19][CH3:20])=[O:18])=[O:14])=[O:10])[C:2]1[CH:7]=[CH:6][CH:5]=[CH:4][CH:3]=1. The yield is 1.00. The catalyst is O1CCCC1. (2) The reactants are [CH3:1][O:2][C:3]([C:5]1[CH:6]=[C:7]2[C:12](=[CH:13][CH:14]=1)[CH2:11][CH:10]([O:15][C:16]1[CH:21]=[CH:20][N:19]=[C:18]([C:22](O)=[O:23])[CH:17]=1)[CH2:9][CH2:8]2)=[O:4].CN(C)C=O.C(N(CC)C(C)C)(C)C.F[P-](F)(F)(F)(F)F.FC(N(C)C)=[N+](C)C.[NH2:54][CH:55]1[CH2:60][CH2:59][N:58]([C:61]([O:63][C:64]([CH3:67])([CH3:66])[CH3:65])=[O:62])[CH2:57][CH2:56]1. The catalyst is O. The product is [CH3:1][O:2][C:3]([C:5]1[CH:6]=[C:7]2[C:12](=[CH:13][CH:14]=1)[CH2:11][CH:10]([O:15][C:16]1[CH:21]=[CH:20][N:19]=[C:18]([C:22]([NH:54][CH:55]3[CH2:56][CH2:57][N:58]([C:61]([O:63][C:64]([CH3:67])([CH3:66])[CH3:65])=[O:62])[CH2:59][CH2:60]3)=[O:23])[CH:17]=1)[CH2:9][CH2:8]2)=[O:4]. The yield is 0.760. (3) The reactants are [NH2:1][C:2]1[CH:7]=[CH:6][CH:5]=[C:4]([C:8]([OH:10])=[O:9])[N:3]=1.O=S(Cl)Cl.[CH2:15](O)[CH3:16]. No catalyst specified. The product is [NH2:1][C:2]1[N:3]=[C:4]([C:8]([O:10][CH2:15][CH3:16])=[O:9])[CH:5]=[CH:6][CH:7]=1. The yield is 0.760. (4) The product is [CH3:1][C:2]1[CH:3]=[C:4]([NH:8][C:9]2[N:14]3[N:15]=[CH:16][C:17]([C:18]([NH:42][S:39]([CH2:37][CH3:38])(=[O:41])=[O:40])=[O:19])=[C:13]3[N:12]=[CH:11][C:10]=2[C:21]([N:23]2[CH2:24][CH2:25][C:26]3([C:32]4[CH:33]=[CH:34][CH:35]=[CH:36][C:31]=4[O:30][CH2:29]3)[CH2:27][CH2:28]2)=[O:22])[CH:5]=[CH:6][CH:7]=1. The yield is 0.660. No catalyst specified. The reactants are [CH3:1][C:2]1[CH:3]=[C:4]([NH:8][C:9]2[N:14]3[N:15]=[CH:16][C:17]([C:18](O)=[O:19])=[C:13]3[N:12]=[CH:11][C:10]=2[C:21]([N:23]2[CH2:28][CH2:27][C:26]3([C:32]4[CH:33]=[CH:34][CH:35]=[CH:36][C:31]=4[O:30][CH2:29]3)[CH2:25][CH2:24]2)=[O:22])[CH:5]=[CH:6][CH:7]=1.[CH2:37]([S:39]([NH2:42])(=[O:41])=[O:40])[CH3:38]. (5) The reactants are Cl.[O:2]1[C@:14]2([CH3:20])[C@@:15]34[CH2:17][CH2:18][NH:19][C@@H:9]([C@:10]3([O:22][CH2:23][CH3:24])[CH2:11][CH2:12][C:13]2=[O:21])[CH2:8][C:7]2=[C:16]4[C:3]1=[C:4]([O:25][CH3:26])[CH:5]=[CH:6]2.C(=O)([O-])[O-].[K+].[K+].[C:33]1([CH2:39][CH2:40]Br)[CH:38]=[CH:37][CH:36]=[CH:35][CH:34]=1.CN(C)C=O. The catalyst is O. The product is [O:2]1[C@:14]2([CH3:20])[C@@:15]34[CH2:17][CH2:18][N:19]([CH2:40][CH2:39][C:33]5[CH:38]=[CH:37][CH:36]=[CH:35][CH:34]=5)[C@@H:9]([C@:10]3([O:22][CH2:23][CH3:24])[CH2:11][CH2:12][C:13]2=[O:21])[CH2:8][C:7]2=[C:16]4[C:3]1=[C:4]([O:25][CH3:26])[CH:5]=[CH:6]2. The yield is 0.700. (6) The reactants are [NH:1]1[CH2:6][CH2:5][CH2:4][CH:3]([C:7]([OH:9])=[O:8])[CH2:2]1.[OH-].[Na+].[C:12](O[C:12]([O:14][C:15]([CH3:18])([CH3:17])[CH3:16])=[O:13])([O:14][C:15]([CH3:18])([CH3:17])[CH3:16])=[O:13]. The catalyst is O1CCOCC1. The product is [C:15]([O:14][C:12]([N:1]1[CH2:6][CH2:5][CH2:4][CH:3]([C:7]([OH:9])=[O:8])[CH2:2]1)=[O:13])([CH3:18])([CH3:17])[CH3:16]. The yield is 0.880. (7) The reactants are CN1CCOCC1.O.[C:9]([NH:16][C@H:17]([C:22]([OH:24])=O)[CH2:18][CH:19]([CH3:21])[CH3:20])([O:11][C:12]([CH3:15])([CH3:14])[CH3:13])=[O:10].C1C=CC2N(O)N=NC=2C=1.[NH2:35][C@H:36]([C:41]([O:43][CH3:44])=[O:42])[CH2:37][CH:38]([CH3:40])[CH3:39].Cl.C1CCC(N=C=NC2CCCCC2)CC1. The catalyst is C(OCC)(=O)C. The product is [NH:16]([C:9]([O:11][C:12]([CH3:13])([CH3:14])[CH3:15])=[O:10])[C@H:17]([C:22]([NH:35][C@H:36]([C:41]([O:43][CH3:44])=[O:42])[CH2:37][CH:38]([CH3:40])[CH3:39])=[O:24])[CH2:18][CH:19]([CH3:20])[CH3:21]. The yield is 0.898.